From a dataset of Reaction yield outcomes from USPTO patents with 853,638 reactions. Predict the reaction yield, written as a fraction of the theoretical maximum amount of product (1.0 means a 100% yield; for example, 0.34 means a 34% yield). (1) The reactants are [C:1]([O:5][C:6]([N:8]([CH3:14])[CH2:9][CH2:10][C:11]([OH:13])=[O:12])=[O:7])([CH3:4])([CH3:3])[CH3:2].[C:15]([O-])([O-])=O.[K+].[K+].CI. The catalyst is CN(C=O)C. The product is [C:1]([O:5][C:6]([N:8]([CH3:14])[CH2:9][CH2:10][C:11]([O:13][CH3:15])=[O:12])=[O:7])([CH3:4])([CH3:3])[CH3:2]. The yield is 0.920. (2) The reactants are [F:1][C:2]1[CH:10]=[C:9]2[C:5]([C:6]([C:11]3[CH:12]=[CH:13][C:14]([NH:17][CH3:18])=[N:15][CH:16]=3)=[CH:7][NH:8]2)=[CH:4][CH:3]=1.[C:19](Cl)([CH3:21])=[O:20]. The catalyst is N1C=CC=CC=1. The product is [F:1][C:2]1[CH:10]=[C:9]2[C:5]([C:6]([C:11]3[CH:12]=[CH:13][C:14]([N:17]([CH3:18])[C:19](=[O:20])[CH3:21])=[N:15][CH:16]=3)=[CH:7][NH:8]2)=[CH:4][CH:3]=1. The yield is 0.900. (3) The reactants are C([O-])([O-])=O.[Na+].[Na+].FC(F)(F)S(O[C:13]1[CH2:14][CH2:15][N:16]([C:19]([O:21][C:22]([CH3:25])([CH3:24])[CH3:23])=[O:20])[CH2:17][CH:18]=1)(=O)=O.S(O)(O)(=O)=O.[NH2:33][C:34]1[CH:35]=[C:36](B(O)O)[CH:37]=[CH:38][CH:39]=1.[NH2:33][C:34]1[CH:39]=[C:38](B(O)O)[CH:37]=[CH:36][CH:35]=1.[Cl-].[Li+]. The catalyst is C(COC)OC. The product is [NH2:33][C:34]1[CH:39]=[C:38]([C:13]2[CH2:14][CH2:15][N:16]([C:19]([O:21][C:22]([CH3:25])([CH3:24])[CH3:23])=[O:20])[CH2:17][CH:18]=2)[CH:37]=[CH:36][CH:35]=1. The yield is 0.810. (4) The reactants are [OH:1][CH2:2][C@H:3]1[CH2:5][C@@H:4]1[C:6]1[N:11]=[CH:10][C:9]([C:12]([OH:15])([CH3:14])[CH3:13])=[CH:8][CH:7]=1.[Cl:16][C:17]1[CH:22]=[C:21](Cl)[N:20]=[C:19]([CH3:24])[N:18]=1.C([O-])([O-])=O.[Cs+].[Cs+]. The catalyst is C1COCC1. The product is [Cl:16][C:17]1[N:18]=[C:19]([CH3:24])[N:20]=[C:21]([O:1][CH2:2][C@H:3]2[CH2:5][C@@H:4]2[C:6]2[N:11]=[CH:10][C:9]([C:12]([OH:15])([CH3:13])[CH3:14])=[CH:8][CH:7]=2)[CH:22]=1. The yield is 0.280. (5) The reactants are [Cl:1][C:2]1[N:7]=[C:6]([CH2:8][C:9]([C:11]2[C:12]([F:29])=[C:13]([NH:17][S:18]([C:21]3[CH:26]=[C:25]([F:27])[CH:24]=[CH:23][C:22]=3[F:28])(=[O:20])=[O:19])[CH:14]=[CH:15][CH:16]=2)=O)[CH:5]=[CH:4][N:3]=1.[NH2:30][C:31]([CH:33]1[CH2:38][CH2:37][N:36]([C:39]([O:41][C:42]([CH3:45])([CH3:44])[CH3:43])=[O:40])[CH2:35][CH2:34]1)=[S:32]. No catalyst specified. The product is [Cl:1][C:2]1[N:7]=[C:6]([C:8]2[S:32][C:31]([CH:33]3[CH2:38][CH2:37][N:36]([C:39]([O:41][C:42]([CH3:45])([CH3:44])[CH3:43])=[O:40])[CH2:35][CH2:34]3)=[N:30][C:9]=2[C:11]2[CH:16]=[CH:15][CH:14]=[C:13]([NH:17][S:18]([C:21]3[CH:26]=[C:25]([F:27])[CH:24]=[CH:23][C:22]=3[F:28])(=[O:20])=[O:19])[C:12]=2[F:29])[CH:5]=[CH:4][N:3]=1. The yield is 0.600.